Dataset: Reaction yield outcomes from USPTO patents with 853,638 reactions. Task: Predict the reaction yield, written as a fraction of the theoretical maximum amount of product (1.0 means a 100% yield; for example, 0.34 means a 34% yield). (1) The reactants are [C:1]([O:12][CH3:13])(=[O:11])[C:2]1[CH:10]=[CH:9][C:5]([C:6]([O-:8])=O)=[CH:4][CH:3]=1.C(Cl)CCl.C1C=CC2N(O)N=NC=2C=1.CCN(C(C)C)C(C)C.O[NH:38][C:39](=[NH:46])[C:40]1[CH:45]=[CH:44][CH:43]=[CH:42][CH:41]=1. The catalyst is C(#N)C.O. The product is [C:40]1([C:39]2[N:46]=[C:6]([C:5]3[CH:4]=[CH:3][C:2]([C:1]([O:12][CH3:13])=[O:11])=[CH:10][CH:9]=3)[O:8][N:38]=2)[CH:45]=[CH:44][CH:43]=[CH:42][CH:41]=1. The yield is 0.230. (2) The reactants are [N:1]1[CH:6]=[CH:5][C:4]([C:7]2[CH:12]=[CH:11][C:10]([NH2:13])=[CH:9][CH:8]=2)=[CH:3][CH:2]=1.C([N:22]=[C:23]=[S:24])(=O)C1C=CC=CC=1.C(=O)([O-])[O-].[K+].[K+]. The catalyst is O1CCCC1.O. The product is [N:1]1[CH:6]=[CH:5][C:4]([C:7]2[CH:12]=[CH:11][C:10]([NH:13][C:23]([NH2:22])=[S:24])=[CH:9][CH:8]=2)=[CH:3][CH:2]=1. The yield is 1.52. (3) The reactants are [Cl:1][C:2]1[CH:7]=[CH:6][N:5]2[N:8]=[C:9]([C:13]3[CH:18]=[CH:17][C:16]([O:19][CH3:20])=[CH:15][CH:14]=3)[C:10]([CH:11]=[O:12])=[C:4]2[CH:3]=1.[C:21]([Mg]Br)#[CH:22].C(=O)(O)[O-].[Na+]. The catalyst is O1CCCC1. The product is [Cl:1][C:2]1[CH:7]=[CH:6][N:5]2[N:8]=[C:9]([C:13]3[CH:18]=[CH:17][C:16]([O:19][CH3:20])=[CH:15][CH:14]=3)[C:10]([CH:11]([OH:12])[C:21]#[CH:22])=[C:4]2[CH:3]=1. The yield is 1.00. (4) The reactants are [F:1][C:2]([F:36])([F:35])[C:3]1[CH:4]=[C:5]([CH:28]=[C:29]([C:31]([F:34])([F:33])[F:32])[CH:30]=1)[CH2:6][N:7]([CH3:27])[C:8](=[O:26])[C:9]1[C:14]([C:15]2[CH:20]=[CH:19][CH:18]=[CH:17][C:16]=2[CH3:21])=[CH:13][C:12]([C:22](=O)[CH2:23]Br)=[N:11][CH:10]=1.[NH2:37][C:38]([NH2:40])=[S:39]. The catalyst is C(O)C. The product is [NH2:40][C:38]1[S:39][CH:23]=[C:22]([C:12]2[CH:13]=[C:14]([C:15]3[CH:20]=[CH:19][CH:18]=[CH:17][C:16]=3[CH3:21])[C:9]([C:8]([N:7]([CH2:6][C:5]3[CH:28]=[C:29]([C:31]([F:34])([F:32])[F:33])[CH:30]=[C:3]([C:2]([F:36])([F:35])[F:1])[CH:4]=3)[CH3:27])=[O:26])=[CH:10][N:11]=2)[N:37]=1. The yield is 0.880.